This data is from Aqueous solubility values for 9,982 compounds from the AqSolDB database. The task is: Regression/Classification. Given a drug SMILES string, predict its absorption, distribution, metabolism, or excretion properties. Task type varies by dataset: regression for continuous measurements (e.g., permeability, clearance, half-life) or binary classification for categorical outcomes (e.g., BBB penetration, CYP inhibition). For this dataset (solubility_aqsoldb), we predict Y. (1) The molecule is CCC1(CCO)C(=O)NC(=S)NC1=O. The Y is -1.47 log mol/L. (2) The compound is CC(=O)OCn1ncc2c(=O)[nH]cnc21. The Y is -2.56 log mol/L. (3) The compound is CCCCCCCCCCCCC. The Y is -7.59 log mol/L. (4) The molecule is O=c1[nH]c2cncnc2[nH]c1=O. The Y is -2.69 log mol/L. (5) The drug is S=c1ncc2nccnc2[nH]1. The Y is -2.68 log mol/L. (6) The molecule is C=C(C)C(=O)OCCN(C)C. The Y is 0.502 log mol/L. (7) The compound is CC(=O)Nc1ccc(S(=O)(=O)Nc2nccs2)cc1. The Y is -3.43 log mol/L.